This data is from Catalyst prediction with 721,799 reactions and 888 catalyst types from USPTO. The task is: Predict which catalyst facilitates the given reaction. (1) Reactant: [C:1]([O:5][C:6](=[O:25])[NH:7][C@H:8]1[CH2:13][CH2:12][C@H:11]([NH:14][C@@H:15]2[C:24]3[N:23]=[CH:22][CH:21]=[CH:20][C:19]=3[CH2:18][CH2:17][CH2:16]2)[CH2:10][CH2:9]1)([CH3:4])([CH3:3])[CH3:2].[C:26]([O:30][C:31]([N:33]1[C:37]2[CH:38]=[CH:39][CH:40]=[CH:41][C:36]=2[N:35]=[C:34]1[CH2:42]Cl)=[O:32])([CH3:29])([CH3:28])[CH3:27].C(N(C(C)C)CC)(C)C.[I-].[K+]. Product: [C:26]([O:30][C:31]([N:33]1[C:37]2[CH:38]=[CH:39][CH:40]=[CH:41][C:36]=2[N:35]=[C:34]1[CH2:42][N:14]([C@H:11]1[CH2:12][CH2:13][C@H:8]([NH:7][C:6]([O:5][C:1]([CH3:4])([CH3:2])[CH3:3])=[O:25])[CH2:9][CH2:10]1)[CH:15]1[C:24]2[N:23]=[CH:22][CH:21]=[CH:20][C:19]=2[CH2:18][CH2:17][CH2:16]1)=[O:32])([CH3:29])([CH3:28])[CH3:27]. The catalyst class is: 10. (2) Reactant: [Cl:1][C:2]1[N:7]=[C:6]([NH:8][CH3:9])[C:5]([N+:10]([O-])=O)=[C:4]([CH3:13])[CH:3]=1.[NH4+].[Cl-]. Product: [Cl:1][C:2]1[N:7]=[C:6]([NH:8][CH3:9])[C:5]([NH2:10])=[C:4]([CH3:13])[CH:3]=1. The catalyst class is: 447. (3) Reactant: [Na].[CH2:2]([O:4][C:5](=[O:21])[CH:6]([CH2:12][C@H:13]([CH3:20])[CH2:14][CH2:15][O:16][CH2:17][CH:18]=[CH2:19])C(OCC)=O)[CH3:3].[N:22](OCCC(C)C)=[O:23].Cl. Product: [CH2:2]([O:4][C:5](=[O:21])/[C:6](=[N:22]\[OH:23])/[CH2:12][C@H:13]([CH3:20])[CH2:14][CH2:15][O:16][CH2:17][CH:18]=[CH2:19])[CH3:3]. The catalyst class is: 88. (4) Reactant: S(=O)(=O)(O)[OH:2].[CH3:6][C:7]1[CH:8]=[C:9]([NH:14][C:15](=[O:19])[CH:16]=NO)[CH:10]=[CH:11][C:12]=1[CH3:13]. Product: [CH3:6][C:7]1[C:12]([CH3:13])=[CH:11][CH:10]=[C:9]2[C:8]=1[C:16](=[O:2])[C:15](=[O:19])[NH:14]2. The catalyst class is: 6.